From a dataset of Forward reaction prediction with 1.9M reactions from USPTO patents (1976-2016). Predict the product of the given reaction. (1) Given the reactants [Br:1][C:2]1[CH:3]=[N:4][C:5]2[N:6]([N:8]=[C:9]([C:11]([OH:13])=O)[CH:10]=2)[CH:7]=1.[CH3:14][N:15]1[CH2:27][C:26]2[C:17](=[C:18]3[C:23](=[CH:24][CH:25]=2)[CH:22]([CH3:28])[NH:21][CH2:20][CH2:19]3)[C:16]1=[O:29], predict the reaction product. The product is: [Br:1][C:2]1[CH:3]=[N:4][C:5]2[N:6]([N:8]=[C:9]([C:11]([N:21]3[CH2:20][CH2:19][C:18]4[C:23](=[CH:24][CH:25]=[C:26]5[CH2:27][N:15]([CH3:14])[C:16](=[O:29])[C:17]5=4)[CH:22]3[CH3:28])=[O:13])[CH:10]=2)[CH:7]=1. (2) The product is: [C:31]([C:35]1[O:36][C:37]([CH2:40][N:7]2[C:6]3[CH:8]=[C:9]([C:11]4[CH:16]=[CH:15][CH:14]=[CH:13][CH:12]=4)[S:10][C:5]=3[C:4](=[O:17])[N:3]([CH:18]3[CH2:23][CH2:22][N:21]([C:24]([O:26][C:27]([CH3:30])([CH3:29])[CH3:28])=[O:25])[CH2:20][CH2:19]3)[C:2]2=[O:1])=[N:38][N:39]=1)([CH3:34])([CH3:33])[CH3:32]. Given the reactants [O:1]=[C:2]1[NH:7][C:6]2[CH:8]=[C:9]([C:11]3[CH:16]=[CH:15][CH:14]=[CH:13][CH:12]=3)[S:10][C:5]=2[C:4](=[O:17])[N:3]1[CH:18]1[CH2:23][CH2:22][N:21]([C:24]([O:26][C:27]([CH3:30])([CH3:29])[CH3:28])=[O:25])[CH2:20][CH2:19]1.[C:31]([C:35]1[O:36][C:37]([CH2:40]Cl)=[N:38][N:39]=1)([CH3:34])([CH3:33])[CH3:32].C(=O)([O-])[O-].[K+].[K+], predict the reaction product. (3) Given the reactants Br[C:2]1[C:3]([CH3:22])=[C:4]([CH3:21])[C:5]2[O:9][C:8]([CH3:11])([CH3:10])[CH:7]([C:12]3[CH:17]=[CH:16][C:15]([CH3:18])=[CH:14][CH:13]=3)[C:6]=2[C:19]=1[CH3:20].[CH2:23]([NH2:30])[C:24]1[CH:29]=[CH:28][CH:27]=[CH:26][CH:25]=1.C(O[Na])(C)(C)C.Cl, predict the reaction product. The product is: [CH2:23]([NH:30][C:2]1[C:3]([CH3:22])=[C:4]([CH3:21])[C:5]2[O:9][C:8]([CH3:11])([CH3:10])[CH:7]([C:12]3[CH:17]=[CH:16][C:15]([CH3:18])=[CH:14][CH:13]=3)[C:6]=2[C:19]=1[CH3:20])[C:24]1[CH:29]=[CH:28][CH:27]=[CH:26][CH:25]=1. (4) Given the reactants [CH3:1][C:2]1[C:7]([CH3:8])=[C:6]([O:9][C:10]2[C:11]([N+:20]([O-])=O)=[C:12]3[C:16](=[CH:17][CH:18]=2)[NH:15][C:14]([CH3:19])=[CH:13]3)[CH:5]=[CH:4][C:3]=1[CH2:23][C:24]([OH:26])=[O:25].O.O.[Sn](Cl)(Cl)(Cl)Cl.[CH3:34]O, predict the reaction product. The product is: [NH2:20][C:11]1[C:10]([O:9][C:6]2[CH:5]=[CH:4][C:3]([CH2:23][C:24]([O:26][CH3:34])=[O:25])=[C:2]([CH3:1])[C:7]=2[CH3:8])=[CH:18][CH:17]=[C:16]2[C:12]=1[CH:13]=[C:14]([CH3:19])[NH:15]2. (5) Given the reactants Cl[C:2]1[N:7]=[CH:6][C:5]([CH:8]=[O:9])=[CH:4][C:3]=1[F:10].[Cl:11][C:12]1[CH:17]=[CH:16][C:15]([OH:18])=[CH:14][C:13]=1[C:19]([F:22])([F:21])[F:20], predict the reaction product. The product is: [Cl:11][C:12]1[CH:17]=[CH:16][C:15]([O:18][C:2]2[N:7]=[CH:6][C:5]([CH:8]=[O:9])=[CH:4][C:3]=2[F:10])=[CH:14][C:13]=1[C:19]([F:20])([F:21])[F:22]. (6) Given the reactants CS(N)(=O)=O.[C:6](=[O:9])(O)[O-:7].[Na+].CC[C@H]1[C@H]2C[C@H]([C@H](OC3[C:63]4[C:58](=[CH:59][CH:60]=[CH:61][CH:62]=4)[C:57](O[C@H]([C:57]4C=CN=[C:63]5[C:58]=4[CH:59]=[C:60](OC)[CH:61]=[CH:62]5)[C@@H]4N5C[C@H](CC)[C@@H](CC5)C4)=NN=3)[C:57]3C=CN=[C:63]4[C:58]=3[CH:59]=[C:60](OC)[CH:61]=[CH:62]4)N(CC2)C1.CC(C)=CC([O:74][CH2:75][C:76]1[CH:81]=CC=C[CH:77]=1)=O.S([O-])([O-])=[O:84].[Na+].[Na+], predict the reaction product. The product is: [OH:74][C@H:75]([C:76]([OH:84])([CH3:81])[CH3:77])[C:6]([O:7][CH2:57][C:58]1[CH:59]=[CH:60][CH:61]=[CH:62][CH:63]=1)=[O:9]. (7) Given the reactants [O:1]1[CH2:6][CH2:5][CH:4]([NH2:7])[CH2:3][CH2:2]1.C(N(CC)CC)C.Cl[C:16]1[C:21]([N+:22]([O-:24])=[O:23])=[CH:20][CH:19]=[C:18]([Cl:25])[N:17]=1, predict the reaction product. The product is: [Cl:25][C:18]1[N:17]=[C:16]([NH:7][CH:4]2[CH2:5][CH2:6][O:1][CH2:2][CH2:3]2)[C:21]([N+:22]([O-:24])=[O:23])=[CH:20][CH:19]=1.